This data is from Full USPTO retrosynthesis dataset with 1.9M reactions from patents (1976-2016). The task is: Predict the reactants needed to synthesize the given product. (1) Given the product [C:10]([O:14][C:15]([N:17]1[CH2:18][CH:19]=[C:20]([C:23]2[CH:28]=[C:27]([CH2:29][OH:30])[C:26]([C:33]3[CH:37]=[CH:36][O:35][CH:34]=3)=[CH:25][C:24]=2[CH2:38][O:39][C:40]2[CH:45]=[CH:44][CH:43]=[CH:42][C:41]=2[C:46]([F:49])([F:48])[F:47])[CH2:21][CH2:22]1)=[O:16])([CH3:13])([CH3:11])[CH3:12], predict the reactants needed to synthesize it. The reactants are: CC(C[AlH]CC(C)C)C.[C:10]([O:14][C:15]([N:17]1[CH2:22][CH:21]=[C:20]([C:23]2[CH:28]=[C:27]([C:29](OC)=[O:30])[C:26]([C:33]3[CH:37]=[CH:36][O:35][CH:34]=3)=[CH:25][C:24]=2[CH2:38][O:39][C:40]2[CH:45]=[CH:44][CH:43]=[CH:42][C:41]=2[C:46]([F:49])([F:48])[F:47])[CH2:19][CH2:18]1)=[O:16])([CH3:13])([CH3:12])[CH3:11]. (2) Given the product [NH2:2][CH2:1][C:3]1([CH2:22][C:23]2[CH:24]=[CH:25][C:26]([F:29])=[CH:27][CH:28]=2)[CH2:4][CH2:5][N:6]([C:9]([CH:11]2[CH2:16][NH:15][C:14]3[CH:17]=[C:18]([Cl:21])[CH:19]=[CH:20][C:13]=3[O:12]2)=[O:10])[CH2:7][CH2:8]1, predict the reactants needed to synthesize it. The reactants are: [C:1]([C:3]1([CH2:22][C:23]2[CH:28]=[CH:27][C:26]([F:29])=[CH:25][CH:24]=2)[CH2:8][CH2:7][N:6]([C:9]([CH:11]2[CH2:16][NH:15][C:14]3[CH:17]=[C:18]([Cl:21])[CH:19]=[CH:20][C:13]=3[O:12]2)=[O:10])[CH2:5][CH2:4]1)#[N:2].CO. (3) Given the product [Cl:21][C:22]1[CH:27]=[C:26]([Cl:28])[C:25]([CH3:29])=[CH:24][C:23]=1[S:30]([NH:20][C:4]1[CH:5]=[C:6]([Cl:19])[C:7]([CH2:8][C:9]2[CH:18]=[CH:17][C:16]3[C:11](=[CH:12][CH:13]=[CH:14][CH:15]=3)[N:10]=2)=[C:2]([Cl:1])[CH:3]=1)(=[O:32])=[O:31], predict the reactants needed to synthesize it. The reactants are: [Cl:1][C:2]1[CH:3]=[C:4]([NH2:20])[CH:5]=[C:6]([Cl:19])[C:7]=1[CH2:8][C:9]1[CH:18]=[CH:17][C:16]2[C:11](=[CH:12][CH:13]=[CH:14][CH:15]=2)[N:10]=1.[Cl:21][C:22]1[CH:27]=[C:26]([Cl:28])[C:25]([CH3:29])=[CH:24][C:23]=1[S:30](Cl)(=[O:32])=[O:31]. (4) The reactants are: [CH3:1][C@H:2]1[NH:7][CH2:6][CH2:5][N:4]([C:8]2[C:13]([C:14]([F:17])([F:16])[F:15])=[CH:12][CH:11]=[CH:10][N:9]=2)[CH2:3]1.C(OC([NH:28][C:29](=[N:32]C(OCC1C=CC=CC=1)=O)SC)=O)C1C=CC=CC=1. Given the product [CH3:1][C@@H:2]1[CH2:3][N:4]([C:8]2[C:13]([C:14]([F:17])([F:15])[F:16])=[CH:12][CH:11]=[CH:10][N:9]=2)[CH2:5][CH2:6][N:7]1[C:29]([NH2:32])=[NH:28], predict the reactants needed to synthesize it. (5) Given the product [C:3]([C:5]1[S:9][C:8]([N:10]2[CH2:15][CH2:14][O:13][CH2:12][CH2:11]2)=[N:7][C:6]=1[N:16]([CH:21]([C:23]1[CH:28]=[CH:27][CH:26]=[CH:25][CH:24]=1)[CH3:22])[C:17](=[O:19])[CH3:18])#[N:4], predict the reactants needed to synthesize it. The reactants are: [H-].[Na+].[C:3]([C:5]1[S:9][C:8]([N:10]2[CH2:15][CH2:14][O:13][CH2:12][CH2:11]2)=[N:7][C:6]=1[NH:16][C:17](=[O:19])[CH3:18])#[N:4].Br[CH:21]([C:23]1[CH:28]=[CH:27][CH:26]=[CH:25][CH:24]=1)[CH3:22].CN(C)C=O. (6) Given the product [NH2:1][C:2]1[C:11]([OH:12])=[C:10]2[C:5]([C:6](=[O:21])[C:7]([I:20])=[C:8]([C:14]3[CH:19]=[CH:18][CH:17]=[CH:16][CH:15]=3)[O:9]2)=[CH:4][CH:3]=1, predict the reactants needed to synthesize it. The reactants are: [NH2:1][C:2]1[C:11]([O:12]C)=[C:10]2[C:5]([C:6](=[O:21])[C:7]([I:20])=[C:8]([C:14]3[CH:19]=[CH:18][CH:17]=[CH:16][CH:15]=3)[O:9]2)=[CH:4][CH:3]=1.B(Br)(Br)Br. (7) Given the product [Cl:1][C:2]1[CH:3]=[CH:4][C:5]([CH2:6][C:7]2[N:8]=[C:9]([C:20]3[CH:21]=[CH:22][N:23]=[CH:24][CH:25]=3)[S:10][C:11]=2[C:12]2[N:13]([S:14]([N:17]([CH3:18])[CH3:19])(=[O:16])=[O:15])[CH:39]=[N:38][CH:37]=2)=[CH:26][CH:27]=1, predict the reactants needed to synthesize it. The reactants are: [Cl:1][C:2]1[CH:27]=[CH:26][C:5]([CH2:6][C:7]2[N:8]=[C:9]([C:20]3[CH:25]=[CH:24][N:23]=[CH:22][CH:21]=3)[S:10][C:11]=2/[CH:12]=[N:13]/[S:14]([N:17]([CH3:19])[CH3:18])(=[O:16])=[O:15])=[CH:4][CH:3]=1.C1(C)C=CC(S([CH2:37][N+:38]#[C-:39])(=O)=O)=CC=1.C(=O)([O-])[O-].[K+].[K+]. (8) Given the product [Cl:17][C:13]1[N:12]=[C:11]([NH:10][C@H:8]([C:4]2[CH:3]=[C:2]([NH:1][C:23](=[O:24])[C:22]3[CH:26]=[CH:27][C:19]([CH3:18])=[N:20][CH:21]=3)[CH:7]=[CH:6][CH:5]=2)[CH3:9])[CH:16]=[N:15][CH:14]=1, predict the reactants needed to synthesize it. The reactants are: [NH2:1][C:2]1[CH:3]=[C:4]([C@@H:8]([NH:10][C:11]2[CH:16]=[N:15][CH:14]=[C:13]([Cl:17])[N:12]=2)[CH3:9])[CH:5]=[CH:6][CH:7]=1.[CH3:18][C:19]1[CH:27]=[CH:26][C:22]([C:23](O)=[O:24])=[CH:21][N:20]=1.Cl.CN(C)CCCN=C=NCC.N1(C2C=CN=CC=2)CCCC1.C(N(CC)CC)C.